Dataset: Drug-target binding data from BindingDB using Ki measurements. Task: Regression. Given a target protein amino acid sequence and a drug SMILES string, predict the binding affinity score between them. We predict pKi (pKi = -log10(Ki in M); higher means stronger inhibition). Dataset: bindingdb_ki. (1) The small molecule is CC(=O)[O-]. The target protein sequence is QAAAPDTKAPFDPVERIKSGFVKFKTEKFVTNPALYDELAKGQSPKFMVFACSDSRVCPSHVLDFQPGEAFVVRNVANMVPPFDKTKYSGVGAAVEYAVLHLKVQEIFVIGHSRCGGIKGLMTFPDEGPHSTDFIEDWVKVCLPAKSKVVAEHNGTHLDDQCVLCEKEAVNVSLGNLLTYPFVRDGLRNKTLALKGGHYDFVNGTFELWALDFGLSSPTSV. The pKi is 4.0. (2) The compound is CC(=O)NC[C@@H]1CCC(OP(=O)([O-])OC[C@H]2O[C@@H](n3ccc(N)nc3=O)[C@H](O)[C@@H]2O)(P(=O)([O-])[O-])[C@H]1OCc1ccccc1.[Na+].[Na+].[Na+]. The target protein (P15907) has sequence MIHTNLKKKFSCCVLVFLLFAVICVWKEKKKGSYYDSFKLQTKEFQVLKSLGKLAMGSDSQSVSSSSTQDPHRGRQTLGSLRGLAKAKPEASFQVWNKDSSSKNLIPRLQKIWKNYLSMNKYKVSYKGPGPGIKFSAEALRCHLRDHVNVSMVEVTDFPFNTSEWEGYLPKESIRTKAGPWGRCAVVSSAGSLKSSQLGREIDDHDAVLRFNGAPTANFQQDVGTKTTIRLMNSQLVTTEKRFLKDSLYNEGILIVWDPSVYHSDIPKWYQNPDYNFFNNYKTYRKLHPNQPFYILKPQMPWELWDILQEISPEEIQPNPPSSGMLGIIIMMTLCDQVDIYEFLPSKRKTDVCYYYQKFFDSACTMGAYHPLLYEKNLVKHLNQGTDEDIYLLGKATLPGFRTIHC. The pKi is 7.5. (3) The small molecule is CC[C@]1(C(=O)N[C@H](C)COc2ccc(F)cc2)C(C)C1(Cl)Cl. The target protein (P56221) has sequence MGSQVQKSDEITFSDYLGLMTCVYEWADSYDSKDWDRLRKVIAPTLRIDYRSFLDKLWEAMPAEEFVGMVSSKQVLGDPTLRTQHFIGGTRWEKVSEDEVIGYHQLRVPHQRYKDTTMKEVTMKGHAHSANLHWYKKIDGVWKFAGLKPDIRWGEFDFDRIFEDGRETFGDK. The pKi is 9.5. (4) The small molecule is CN[C@@H](C)C(=O)N[C@H](C(=O)N1CC[C@H]2CC[C@H](NC(=O)N(C)c3ccccn3)[C@H]21)C(C)(C)C. The target protein sequence is MGSSHHHHHHSSGEVPRGSHMLETEEEEEEGAGATLSRGPAFPGMGSEELRLASFYDWPLTAEVPPELLAAAGFFHTGHQDKVRCFFCYGGLQSWKRGDDPWTEHAKWFPGCQFLLRSKGQEYINNIHLTHSL. The pKi is 5.3. (5) The small molecule is C[C@H]1CO[C@H](C[N+](C)(C)C)CO1. The target protein (P08173) has sequence MANFTPVNGSSGNQSVRLVTSSSHNRYETVEMVFIATVTGSLSLVTVVGNILVMLSIKVNRQLQTVNNYFLFSLACADLIIGAFSMNLYTVYIIKGYWPLGAVVCDLWLALDYVVSNASVMNLLIISFDRYFCVTKPLTYPARRTTKMAGLMIAAAWVLSFVLWAPAILFWQFVVGKRTVPDNQCFIQFLSNPAVTFGTAIAAFYLPVVIMTVLYIHISLASRSRVHKHRPEGPKEKKAKTLAFLKSPLMKQSVKKPPPGEAAREELRNGKLEEAPPPALPPPPRPVADKDTSNESSSGSATQNTKERPATELSTTEATTPAMPAPPLQPRALNPASRWSKIQIVTKQTGNECVTAIEIVPATPAGMRPAANVARKFASIARNQVRKKRQMAARERKVTRTIFAILLAFILTWTPYNVMVLVNTFCQSCIPDTVWSIGYWLCYVNSTINPACYALCNATFKKTFRHLLLCQYRNIGTAR. The pKi is 4.0. (6) The drug is Cc1ccc(OCc2ccccc2)c(C(CCN2C[C@H]3C[C@H]3C2C)c2ccccc2)c1. The target protein (P08483) has sequence MTLHSNSTTSPLFPNISSSWVHSPSEAGLPLGTVTQLGSYNISQETGNFSSNDTSSDPLGGHTIWQVVFIAFLTGFLALVTIIGNILVIVAFKVNKQLKTVNNYFLLSLACADLIIGVISMNLFTTYIIMNRWALGNLACDLWLSIDYVASNASVMNLLVISFDRYFSITRPLTYRAKRTTKRAGVMIGLAWVISFVLWAPAILFWQYFVGKRTVPPGECFIQFLSEPTITFGTAIAAFYMPVTIMTILYWRIYKETEKRTKELAGLQASGTEAEAENFVHPTGSSRSCSSYELQQQGVKRSSRRKYGRCHFWFTTKSWKPSAEQMDQDHSSSDSWNNNDAAASLENSASSDEEDIGSETRAIYSIVLKLPGHSSILNSTKLPSSDNLQVSNEDLGTVDVERNAHKLQAQKSMGDGDNCQKDFTKLPIQLESAVDTGKTSDTNSSADKTTATLPLSFKEATLAKRFALKTRSQITKRKRMSLIKEKKAAQTLSAILLAFI.... The pKi is 6.0. (7) The drug is CCCn1c(=O)c2[nH]c(C3CCCC3)nc2n(CCC)c1=O. The target protein (P34970) has sequence MPPSISAFQAAYIGIEVLIALVSVPGNVLVIWAVKVNQALRDATFCFIVSLAVADVAVGALVIPLAILINIGPETYFHTCLMVACPVLILTQSSILALLAIAVDRYLRVKIPLRYKAVVTPRRAAVAIAGCWILSLVVGLTPMFGWNNLREVQRAWAANGSVGEPVIKCEFEKVISMEYMVYFNFFVWVLPPLLLMVLIYLEVFYLIRRQLSKKASASSGDPHKYYGKELKIAKSLALILFLFALSWLPLHILNCVTLFCPSCQKPSILVYTAIFLTHGNSAMNPIVYAFRIHKFRVTFLKIWNDHFRCRPAPAGDGDEDLPEEKPND. The pKi is 9.0. (8) The drug is CC[C@H](C)[C@H](NC(=O)[C@H](CCCNC(=N)N)NC(=O)[C@H](CCC(N)=O)NC(=O)CNC(=O)[C@H](CCC(=O)O)NC(=O)[C@H](Cc1ccccc1)NC(=O)[C@H](CC(C)C)NC(=O)[C@H](Cc1ccccc1)NC(=O)[C@H](CCCNC(=N)N)NC(=O)[C@H](CC(C)C)NC(=O)[C@@H](N)CO)C(=O)N[C@@H](C)C(=O)N[C@@H](CC(=O)O)C(=O)N[C@@H](CC(N)=O)C(=O)N[C@@H](Cc1cnc[nH]1)C(=O)O. The target protein sequence is MATTGTPTADRGDAAATDDPAARFQVQKHSWDGLRSIIHGSRKYSGLIVNKAPHDFQFVQKTDESGPHSHRLYYLGMPYGSRENSLLYSEIPKKVRKEALLLLSWKQMLDHFQATPHHGVYSREEELLRERKRLGVFGITSYDFHSESGLFLFQASNSLFHCRDGGKNGFMVSPMKPLEIKTQCSGPRMDPKICPADPAFFSFINNSDLWVANIETGEERRLTFCHQGLSNVLDDPKSAGVATFVIQEEFDRFTGYWWCPTASWEGSEGLKTLRILYEEVDESEVEVAHVPSPALEERKTDSYRYPRTGSKNPKIALKLAEFQTDSQGKIVSTQEKELVQPFSSLFPKVEYIARAGWTRDGKYAWAMFLDRPQQWLQLVLLPPALFIPSTENEEQRLASARAVPRNVQPYVVYEEVTNVWINVHDIFYPFPQSEGEDELCFLRANECKTGFCHLYKVTAVLKSQGYDWSEPFSPGEDEFKCPIKEEIALTSGEWEVLARH.... The pKi is 5.4. (9) The small molecule is CC(C)(C(=O)Nc1ccc(N2CCC3(CCN(CC4CC4)C3)CC2)c(Cl)c1)c1nccc(C(F)(F)F)n1. The target protein sequence is EYSLIEIIPDFEIVACTEKWPGEEKSVYGTVYSLSTLLILYVLPLGIISFSYTRIWSKLKNHVSPGAASDHYHQRR. The pKi is 7.2. (10) The compound is CCCCCCC(=O)N(CC(=O)O)C[C@@H]1CSC(c2ccccc2)N1C(=O)c1ccccc1. The target protein (O41156) has sequence MSAKLISVTKPVVEGVNTAEELIAYAARVSNPENQINNKTASGLLKYCIRHKHWSIFETAFMTLELKTSRGIAAQVLRHRSFHFQEFSQRYASVMETPPPHQARFQDHKNRQNSLDTVPEDDQTWWATEQEKLYAQSMELYNKALEKGIAKECARFILPLSTPTTIYMSGTIRDWIHYIELRTSNGTQREHIDLANACKEIFIKEFPSIAKALDWV. The pKi is 6.9.